Dataset: Full USPTO retrosynthesis dataset with 1.9M reactions from patents (1976-2016). Task: Predict the reactants needed to synthesize the given product. (1) Given the product [O:18]=[C:8]([C:5]1[CH:6]=[CH:7][C:2]([B:19]2[O:23][C:22]([CH3:25])([CH3:24])[C:21]([CH3:27])([CH3:26])[O:20]2)=[CH:3][CH:4]=1)[CH2:9][NH:10][C:11](=[O:17])[O:12][C:13]([CH3:16])([CH3:15])[CH3:14], predict the reactants needed to synthesize it. The reactants are: Br[C:2]1[CH:7]=[CH:6][C:5]([C:8](=[O:18])[CH2:9][NH:10][C:11](=[O:17])[O:12][C:13]([CH3:16])([CH3:15])[CH3:14])=[CH:4][CH:3]=1.[B:19]1([B:19]2[O:23][C:22]([CH3:25])([CH3:24])[C:21]([CH3:27])([CH3:26])[O:20]2)[O:23][C:22]([CH3:25])([CH3:24])[C:21]([CH3:27])([CH3:26])[O:20]1.C([O-])(=O)C.[K+]. (2) Given the product [CH3:10][NH:11][C:12]1[C:13]2[NH:18][C:19]3[N:20]=[CH:21][CH:22]=[CH:23][C:24]=3[C:25]([CH3:27])([CH3:26])[C:14]=2[CH:15]=[CH:16][CH:17]=1, predict the reactants needed to synthesize it. The reactants are: P(=O)(O)(O)O.C(O)(=O)C.[CH3:10][NH:11][C:12]1[C:13]([NH:18][C:19]2[C:24]([C:25]([CH3:27])=[CH2:26])=[CH:23][CH:22]=[CH:21][N:20]=2)=[CH:14][CH:15]=[CH:16][CH:17]=1.C([O-])([O-])=O.[Na+].[Na+]. (3) Given the product [N:1]1[N:5]2[CH2:6][CH2:7][CH2:8][NH:9][C:4]2=[C:3]([CH2:10][CH2:11][C:12]([O:14][CH2:15][CH3:16])=[O:13])[CH:2]=1, predict the reactants needed to synthesize it. The reactants are: [N:1]1[N:5]2[CH2:6][CH2:7][CH2:8][NH:9][C:4]2=[C:3]([CH:10]=[CH:11][C:12]([O:14][CH2:15][CH3:16])=[O:13])[CH:2]=1. (4) Given the product [ClH:24].[ClH:24].[NH:8]1[CH2:11][CH:10]([N:12]2[CH2:17][CH2:16][S:15][CH2:14][CH2:13]2)[CH2:9]1, predict the reactants needed to synthesize it. The reactants are: C1(C(C2C=CC=CC=2)[N:8]2[CH2:11][CH:10]([N:12]3[CH2:17][CH2:16][S:15][CH2:14][CH2:13]3)[CH2:9]2)C=CC=CC=1.[Cl:24]C(OC(Cl)C)=O.CO. (5) Given the product [Cl:1][C:2]1[CH:3]=[CH:4][C:5]([O:38][C:32]2[CH:37]=[CH:36][CH:35]=[CH:34][CH:33]=2)=[C:6]([CH2:8][N:9]2[CH:13]=[CH:12][C:11]([C:14]([NH:16][C:17]3[C:22]([F:23])=[CH:21][CH:20]=[CH:19][C:18]=3[F:24])=[O:15])=[N:10]2)[CH:7]=1, predict the reactants needed to synthesize it. The reactants are: [Cl:1][C:2]1[CH:3]=[CH:4][C:5](I)=[C:6]([CH2:8][N:9]2[CH:13]=[CH:12][C:11]([C:14]([NH:16][C:17]3[C:22]([F:23])=[CH:21][CH:20]=[CH:19][C:18]=3[F:24])=[O:15])=[N:10]2)[CH:7]=1.C(=O)([O-])[O-].[Cs+].[Cs+].[C:32]1([OH:38])[CH:37]=[CH:36][CH:35]=[CH:34][CH:33]=1.O=C1CCCCC1C(OCC)=O.